From a dataset of Full USPTO retrosynthesis dataset with 1.9M reactions from patents (1976-2016). Predict the reactants needed to synthesize the given product. (1) Given the product [Cl:11][C:4]1[CH:3]=[C:2]([OH:13])[CH:10]=[CH:9][C:5]=1[C:6]([OH:8])=[O:7], predict the reactants needed to synthesize it. The reactants are: N[C:2]1[CH:10]=[CH:9][C:5]([C:6]([OH:8])=[O:7])=[C:4]([Cl:11])[CH:3]=1.N([O-])=[O:13].[Na+].O. (2) Given the product [Cl:1][C:2]1[CH:32]=[CH:31][C:5]([CH2:6][N:7]2[C:11]3[CH:12]=[C:13]([N:17]4[CH2:22][CH2:21][N:20]([C:33](=[O:38])[CH2:34][CH2:35][CH2:36][CH3:37])[CH2:19][CH2:18]4)[C:14]([F:16])=[CH:15][C:10]=3[N:9]=[C:8]2[CH2:23][O:24][C:25]2[CH:30]=[CH:29][CH:28]=[CH:27][CH:26]=2)=[CH:4][CH:3]=1, predict the reactants needed to synthesize it. The reactants are: [Cl:1][C:2]1[CH:32]=[CH:31][C:5]([CH2:6][N:7]2[C:11]3[CH:12]=[C:13]([N:17]4[CH2:22][CH2:21][NH:20][CH2:19][CH2:18]4)[C:14]([F:16])=[CH:15][C:10]=3[N:9]=[C:8]2[CH2:23][O:24][C:25]2[CH:30]=[CH:29][CH:28]=[CH:27][CH:26]=2)=[CH:4][CH:3]=1.[C:33](Cl)(=[O:38])[CH2:34][CH2:35][CH2:36][CH3:37].